Dataset: Reaction yield outcomes from USPTO patents with 853,638 reactions. Task: Predict the reaction yield, written as a fraction of the theoretical maximum amount of product (1.0 means a 100% yield; for example, 0.34 means a 34% yield). (1) The reactants are [N:1]1[CH:6]=[CH:5][CH:4]=[C:3]([CH2:7][C:8]([O:10][CH2:11][CH3:12])=[O:9])[N:2]=1.[N:13]([O-])=[O:14].[Na+]. The catalyst is C(O)(=O)C.O. The product is [OH:14]/[N:13]=[C:7](\[C:3]1[N:2]=[N:1][CH:6]=[CH:5][CH:4]=1)/[C:8]([O:10][CH2:11][CH3:12])=[O:9]. The yield is 0.470. (2) The reactants are C[Al](C)C.[Cl:5][C:6]1[N:7]=[C:8]([C:13]([NH:15][C@H:16]2[CH2:21][CH2:20][N:19]([C:22]3[S:23][C:24]([C:30]([O:32]CC)=O)=[C:25]([CH2:27][NH:28][CH3:29])[N:26]=3)[CH2:18][C@H:17]2[O:35][CH2:36][CH3:37])=[O:14])[NH:9][C:10]=1[CH2:11][CH3:12].Cl. The catalyst is C1(C)C=CC=CC=1. The product is [Cl:5][C:6]1[N:7]=[C:8]([C:13]([NH:15][C@H:16]2[CH2:21][CH2:20][N:19]([C:22]3[S:23][C:24]4[C:30](=[O:32])[N:28]([CH3:29])[CH2:27][C:25]=4[N:26]=3)[CH2:18][C@H:17]2[O:35][CH2:36][CH3:37])=[O:14])[NH:9][C:10]=1[CH2:11][CH3:12]. The yield is 0.350. (3) The reactants are [O:1]1[C:5]2[CH:6]=[CH:7][CH:8]=[CH:9][C:4]=2[N:3]=[C:2]1[CH:10]([OH:28])[C@@H:11]([NH:15][C:16](=[O:27])[C@@H:17]([F:26])[CH2:18][CH2:19][C:20]1[CH:25]=[CH:24][CH:23]=[CH:22][CH:21]=1)[CH2:12][CH2:13][CH3:14].CC(OI1(OC(C)=O)(OC(C)=O)OC(=O)C2C1=CC=CC=2)=O.[O-]S([O-])(=S)=O.[Na+].[Na+]. The catalyst is ClCCl.C(=O)(O)[O-].[Na+]. The product is [O:1]1[C:5]2[CH:6]=[CH:7][CH:8]=[CH:9][C:4]=2[N:3]=[C:2]1[C:10]([C@@H:11]([NH:15][C:16](=[O:27])[C@@H:17]([F:26])[CH2:18][CH2:19][C:20]1[CH:21]=[CH:22][CH:23]=[CH:24][CH:25]=1)[CH2:12][CH2:13][CH3:14])=[O:28]. The yield is 0.940. (4) The reactants are [Cl:1][C:2]1[CH:7]=[CH:6][C:5]([NH:8][C:9]([NH:11][C@@H:12]([C:18]([N:20]2[CH2:25][CH2:24][CH:23]([N:26]3[CH2:30][C:29]4=[CH:31][N:32]=[C:33]([CH3:34])[N:28]4[C:27]3=[O:35])[CH2:22][CH2:21]2)=[O:19])[C:13]([CH3:17])([S:15][CH3:16])[CH3:14])=[O:10])=[CH:4][CH:3]=1.[CH3:36][S:37]([OH:40])(=O)=[O:38].ClC1C=CC=C(C(OO)=O)C=1.S([O-])([O-])=O.[Na+].[Na+].C(=O)([O-])O.[Na+]. The catalyst is ClCCl. The product is [Cl:1][C:2]1[CH:3]=[CH:4][C:5]([NH:8][C:9]([NH:11][C@@H:12]([C:18]([N:20]2[CH2:25][CH2:24][CH:23]([N:26]3[CH2:30][C:29]4=[CH:31][N:32]=[C:33]([CH3:34])[N:28]4[C:27]3=[O:35])[CH2:22][CH2:21]2)=[O:19])[C:13]([CH3:14])([S:15]([CH3:16])=[O:38])[CH3:17])=[O:10])=[CH:6][CH:7]=1.[Cl:1][C:2]1[CH:3]=[CH:4][C:5]([NH:8][C:9]([NH:11][C@@H:12]([C:18]([N:20]2[CH2:25][CH2:24][CH:23]([N:26]3[CH2:30][C:29]4=[CH:31][N:32]=[C:33]([CH3:34])[N:28]4[C:27]3=[O:35])[CH2:22][CH2:21]2)=[O:19])[C:13]([CH3:14])([S:37]([CH3:36])(=[O:40])=[O:38])[CH3:17])=[O:10])=[CH:6][CH:7]=1. The yield is 0.220. (5) The yield is 0.880. The product is [F:31][C:28]([F:29])([F:30])[C:27]([N:16]1[CH2:17][CH2:18][C:19]2[C:24](=[CH:23][CH:22]=[C:21]([O:25][CH3:26])[CH:20]=2)[CH:15]1[C:12]1[CH:11]=[CH:10][C:9]([OH:8])=[CH:14][CH:13]=1)=[O:32]. The reactants are C([O:8][C:9]1[CH:14]=[CH:13][C:12]([CH:15]2[C:24]3[C:19](=[CH:20][C:21]([O:25][CH3:26])=[CH:22][CH:23]=3)[CH2:18][CH2:17][N:16]2[C:27](=[O:32])[C:28]([F:31])([F:30])[F:29])=[CH:11][CH:10]=1)C1C=CC=CC=1. The catalyst is CCO.[Pd].